Dataset: Antibody developability classification from SAbDab with 2,409 antibodies. Task: Regression/Classification. Given an antibody's heavy chain and light chain sequences, predict its developability. TAP uses regression for 5 developability metrics; SAbDab uses binary classification. (1) The antibody is ['EVQLQQSGAELVRAGSSVKMSCKASGYTFTSYGINWVKQRPGQGLEWIGYINPGNGYTKYNEKFKGKTTLTVDKSSSTAYMQLRSLTSEDSAVYFCARSVYYGGSYYFDYWGQGTTLTVSS', 'DISMTQGTSSLSARLGDRVTISCRASQDISNYLNWYQQKPDGTVSLLIYYGSRLHSGVPSRFSGSGSGTDYSLTISTLEQEDIATYFCQQGNTLPRTFGGGTKLEIK']. Result: 1 (developable). (2) The antibody is ['QVQLVQSGSGVKKPGASVRVSCWTSEDIFERTELIHWVRQAPGQGLEWIGWVKTVTGAVNFGSPDFRQRVSLTRDRDLFTAHMDIRGLTQGDTATYFCARQKFYTGGQGWYFDLWGRGTLIVVSS', 'EIVLTQSPGTLSLSPGETASLSCTAASYGHMTWYQKKPGQPPKLLIFATSKRASGIPDRFSGSQFGKQYTLTITRMEPEDFARYYCQQLEFFGQGTRLEIR']. Result: 0 (not developable).